Task: Predict the reaction yield, written as a fraction of the theoretical maximum amount of product (1.0 means a 100% yield; for example, 0.34 means a 34% yield).. Dataset: Reaction yield outcomes from USPTO patents with 853,638 reactions (1) The reactants are C[O:2][C:3]([C:5]1[CH:10]=[CH:9][C:8]([Br:11])=[CH:7][N:6]=1)=O.O.[NH2:13][NH2:14]. The catalyst is CO. The product is [Br:11][C:8]1[CH:9]=[CH:10][C:5]([C:3]([NH:13][NH2:14])=[O:2])=[N:6][CH:7]=1. The yield is 0.860. (2) The reactants are O[C:2]1[C:11]2[C:6](=[N:7][CH:8]=[CH:9][CH:10]=2)[N:5]([C:12]2[CH:17]=[CH:16][CH:15]=[CH:14][CH:13]=2)[C:4](=[O:18])[C:3]=1[C:19](=O)[CH2:20][C:21]1[CH:22]=[N:23][CH:24]=[CH:25][CH:26]=1.O.[NH2:29][NH2:30]. The catalyst is C(O)C. The product is [C:12]1([N:5]2[C:6]3[N:7]=[CH:8][CH:9]=[CH:10][C:11]=3[C:2]3[NH:29][N:30]=[C:19]([CH2:20][C:21]4[CH:22]=[N:23][CH:24]=[CH:25][CH:26]=4)[C:3]=3[C:4]2=[O:18])[CH:17]=[CH:16][CH:15]=[CH:14][CH:13]=1. The yield is 0.760. (3) The reactants are [Si]([O:8][CH:9]1[CH2:14][CH2:13][CH:12]([O:15][C:16]2[CH:48]=[CH:47][C:19]([C:20]([N:22]3[CH2:27][CH2:26][C:25]([CH2:29][N:30]4[C:35](=[O:36])[C:34]5[CH:37]=[N:38][N:39]([C:40]6[CH:45]=[CH:44][C:43]([CH3:46])=[CH:42][CH:41]=6)[C:33]=5[N:32]=[CH:31]4)([OH:28])[CH2:24][CH2:23]3)=[O:21])=[CH:18][CH:17]=2)[CH2:11][CH2:10]1)(C(C)(C)C)(C)C.[F-].C([N+](CCCC)(CCCC)CCCC)CCC. The catalyst is O1CCCC1. The product is [OH:28][C:25]1([CH2:29][N:30]2[C:35](=[O:36])[C:34]3[CH:37]=[N:38][N:39]([C:40]4[CH:45]=[CH:44][C:43]([CH3:46])=[CH:42][CH:41]=4)[C:33]=3[N:32]=[CH:31]2)[CH2:26][CH2:27][N:22]([C:20](=[O:21])[C:19]2[CH:47]=[CH:48][C:16]([O:15][CH:12]3[CH2:13][CH2:14][CH:9]([OH:8])[CH2:10][CH2:11]3)=[CH:17][CH:18]=2)[CH2:23][CH2:24]1. The yield is 0.0600. (4) The reactants are CS(O[CH:6]1[CH2:9][N:8]([C:10]2[CH:15]=[CH:14][C:13]([NH:16][C:17]3[N:22]=[C:21]([C:23]4[N:27]([CH:28]([CH3:30])[CH3:29])[C:26]([CH3:31])=[N:25][CH:24]=4)[C:20]([F:32])=[CH:19][N:18]=3)=[CH:12][CH:11]=2)[CH2:7]1)(=O)=O.[N-:33]=[N+:34]=[N-:35].[Na+]. The catalyst is CN(C=O)C.CCOC(C)=O. The product is [N:33]([CH:6]1[CH2:9][N:8]([C:10]2[CH:15]=[CH:14][C:13]([NH:16][C:17]3[N:22]=[C:21]([C:23]4[N:27]([CH:28]([CH3:30])[CH3:29])[C:26]([CH3:31])=[N:25][CH:24]=4)[C:20]([F:32])=[CH:19][N:18]=3)=[CH:12][CH:11]=2)[CH2:7]1)=[N+:34]=[N-:35]. The yield is 0.500. (5) The reactants are [Cl:1][C:2]1[CH:7]=[CH:6][C:5]([C@@H:8]2[S:14][C@@H:13]([CH2:15][C:16](OCC)=[O:17])[C@@H:12]([CH3:21])[NH:11][C:10]3[N:22]([CH3:26])[N:23]=[C:24]([CH3:25])[C:9]2=3)=[C:4]([CH3:27])[CH:3]=1.CC(C[AlH]CC(C)C)C.[C@H](O)(C([O-])=O)[C@@H](O)C([O-])=O.[Na+].[K+].[H-].[H-].[H-].[H-].[Li+].[Al+3]. The catalyst is C1COCC1.CCOC(C)=O. The product is [Cl:1][C:2]1[CH:7]=[CH:6][C:5]([C@@H:8]2[S:14][C@@H:13]([CH2:15][CH2:16][OH:17])[C@@H:12]([CH3:21])[NH:11][C:10]3[N:22]([CH3:26])[N:23]=[C:24]([CH3:25])[C:9]2=3)=[C:4]([CH3:27])[CH:3]=1. The yield is 0.180. (6) The reactants are [NH:1]([C:3]1[NH:8][C:7](=[O:9])[C:6]([C:10]2[CH:15]=[CH:14][CH:13]=[CH:12][CH:11]=2)=[N:5][N:4]=1)[NH2:2].[CH3:16][O:17][C:18]1[CH:23]=[CH:22][C:21]([C:24]2([C:27](Cl)=O)[CH2:26][CH2:25]2)=[CH:20][CH:19]=1. The catalyst is N1C=CC=CC=1.CO. The product is [CH3:16][O:17][C:18]1[CH:23]=[CH:22][C:21]([C:24]2([C:27]3[N:4]4[N:5]=[C:6]([C:10]5[CH:15]=[CH:14][CH:13]=[CH:12][CH:11]=5)[C:7](=[O:9])[NH:8][C:3]4=[N:1][N:2]=3)[CH2:25][CH2:26]2)=[CH:20][CH:19]=1. The yield is 0.700. (7) The reactants are [F:1][C:2]1[CH:3]=[C:4]([CH:28]=[C:29]([F:31])[CH:30]=1)[O:5][C:6]1[CH:11]=[CH:10][C:9]([C:12]2[C:20]3[C:15](=[N:16][CH:17]=[N:18][C:19]=3[NH2:21])[N:14]([C@@H:22]3[CH2:27][CH2:26][CH2:25][NH:24][CH2:23]3)[N:13]=2)=[CH:8][CH:7]=1.[C:32]([CH2:34][C:35](O)=[O:36])#[N:33].N1(C(N2C=CN=C2)=O)C=CN=C1. The catalyst is ClCCl. The product is [NH2:21][C:19]1[N:18]=[CH:17][N:16]=[C:15]2[N:14]([C@@H:22]3[CH2:27][CH2:26][CH2:25][N:24]([C:35](=[O:36])[CH2:34][C:32]#[N:33])[CH2:23]3)[N:13]=[C:12]([C:9]3[CH:10]=[CH:11][C:6]([O:5][C:4]4[CH:28]=[C:29]([F:31])[CH:30]=[C:2]([F:1])[CH:3]=4)=[CH:7][CH:8]=3)[C:20]=12. The yield is 0.620. (8) The product is [Cl:1][C:2]1[CH:7]=[CH:6][C:5]([C:8]2[C:12]3[CH2:13][N:14]([C:17](=[O:19])[CH3:18])[CH2:15][CH2:16][C:11]=3[N:10]([CH2:20][CH2:21][CH2:22][N:34]3[CH2:33][CH2:32][N:31]([C:26]4[CH:27]=[CH:28][CH:29]=[CH:30][C:25]=4[F:24])[CH2:36][CH2:35]3)[N:9]=2)=[CH:4][CH:3]=1. The catalyst is CC#N.[N+](CCCC)(CCCC)(CCCC)CCCC.[I-]. The reactants are [Cl:1][C:2]1[CH:7]=[CH:6][C:5]([C:8]2[C:12]3[CH2:13][N:14]([C:17](=[O:19])[CH3:18])[CH2:15][CH2:16][C:11]=3[N:10]([CH2:20][CH2:21][CH2:22]Cl)[N:9]=2)=[CH:4][CH:3]=1.[F:24][C:25]1[CH:30]=[CH:29][CH:28]=[CH:27][C:26]=1[N:31]1[CH2:36][CH2:35][NH:34][CH2:33][CH2:32]1.C([O-])([O-])=O.[K+].[K+].CO.CCOC(C)=O. The yield is 0.410. (9) The reactants are [CH:1]([N:4]1[C:8]([C:9]2[N:18]=[C:17]3[N:11]([CH2:12][CH2:13][O:14][C:15]4[CH:22]=[C:21]([CH2:23][OH:24])[CH:20]=[CH:19][C:16]=43)[CH:10]=2)=[N:7][CH:6]=[N:5]1)([CH3:3])[CH3:2].ClC(Cl)(Cl)[C:27]([N:29]=C=O)=[O:28].C(N(CC)CC)C. The catalyst is C1COCC1.O. The product is [C:27](=[O:28])([O:24][CH2:23][C:21]1[CH:20]=[CH:19][C:16]2[C:17]3[N:11]([CH:10]=[C:9]([C:8]4[N:4]([CH:1]([CH3:3])[CH3:2])[N:5]=[CH:6][N:7]=4)[N:18]=3)[CH2:12][CH2:13][O:14][C:15]=2[CH:22]=1)[NH2:29]. The yield is 0.830.